This data is from Reaction yield outcomes from USPTO patents with 853,638 reactions. The task is: Predict the reaction yield, written as a fraction of the theoretical maximum amount of product (1.0 means a 100% yield; for example, 0.34 means a 34% yield). (1) The reactants are [CH:1]([C:3]1[CH:18]=[CH:17][C:6]([O:7][C:8]2[CH:9]=[CH:10][C:11]([C:14]([NH2:16])=[O:15])=[N:12][CH:13]=2)=[CH:5][CH:4]=1)=O.[F:19][C:20]1[CH:28]=[CH:27][C:23]([CH2:24][CH2:25][NH2:26])=[CH:22][CH:21]=1.[BH4-].[Na+]. The catalyst is CO. The product is [F:19][C:20]1[CH:28]=[CH:27][C:23]([CH2:24][CH2:25][NH:26][CH2:1][C:3]2[CH:18]=[CH:17][C:6]([O:7][C:8]3[CH:9]=[CH:10][C:11]([C:14]([NH2:16])=[O:15])=[N:12][CH:13]=3)=[CH:5][CH:4]=2)=[CH:22][CH:21]=1. The yield is 0.905. (2) The reactants are [S:1]([N:11]1[C:15]2=[N:16][CH:17]=[C:18]([CH:20](O)[CH2:21][CH:22]=[CH2:23])[N:19]=[C:14]2[CH:13]=[CH:12]1)([C:4]1[CH:10]=[CH:9][C:7]([CH3:8])=[CH:6][CH:5]=1)(=[O:3])=[O:2].S(Cl)(Cl)=O.C([O-])(O)=O.[Na+].[N-:34]=[N+:35]=[N-:36].[Na+]. The catalyst is C(Cl)Cl.CCOC(C)=O. The product is [N:34]([CH:20]([C:18]1[N:19]=[C:14]2[CH:13]=[CH:12][N:11]([S:1]([C:4]3[CH:10]=[CH:9][C:7]([CH3:8])=[CH:6][CH:5]=3)(=[O:3])=[O:2])[C:15]2=[N:16][CH:17]=1)[CH2:21][CH:22]=[CH2:23])=[N+:35]=[N-:36]. The yield is 0.870. (3) The reactants are [F:1][C:2]([F:42])([F:41])[C:3]1[CH:4]=[C:5]([C:13]([CH3:40])([CH3:39])[C:14]([N:16]([CH3:38])[C:17]2[CH:18]=[N:19][C:20]([C:30]#[C:31][C:32]3[CH:37]=[CH:36][CH:35]=[CH:34][CH:33]=3)=[CH:21][C:22]=2[C:23]2[CH:28]=[CH:27][CH:26]=[CH:25][C:24]=2[CH3:29])=[O:15])[CH:6]=[C:7]([C:9]([F:12])([F:11])[F:10])[CH:8]=1.C(N)CN. The catalyst is [Pd].CO. The product is [F:42][C:2]([F:1])([F:41])[C:3]1[CH:4]=[C:5]([C:13]([CH3:40])([CH3:39])[C:14]([N:16]([CH3:38])[C:17]2[CH:18]=[N:19][C:20](/[CH:30]=[CH:31]\[C:32]3[CH:33]=[CH:34][CH:35]=[CH:36][CH:37]=3)=[CH:21][C:22]=2[C:23]2[CH:28]=[CH:27][CH:26]=[CH:25][C:24]=2[CH3:29])=[O:15])[CH:6]=[C:7]([C:9]([F:10])([F:11])[F:12])[CH:8]=1. The yield is 0.240. (4) The reactants are [NH2:1][C@H:2]([C@H:8]([C:10]1[C:18]2[C:13](=[CH:14][CH:15]=[CH:16][CH:17]=2)[NH:12][CH:11]=1)[CH3:9])[C:3]([O:5][CH2:6][CH3:7])=[O:4].C(N(CC)C(C)C)(C)C.C1C(=O)N(OC(ON2C(=O)CCC2=O)=O)[C:30](=[O:31])C1.Cl.[Cl:47][C:48]1[CH:53]=[CH:52][C:51]([N:54]2[CH2:59][CH2:58][NH:57][CH2:56][CH2:55]2)=[CH:50][CH:49]=1. The catalyst is C(#N)C.C(OCC)(=O)C. The product is [Cl:47][C:48]1[CH:49]=[CH:50][C:51]([N:54]2[CH2:59][CH2:58][N:57]([C:30]([NH:1][C@H:2]([C@H:8]([C:10]3[C:18]4[C:13](=[CH:14][CH:15]=[CH:16][CH:17]=4)[NH:12][CH:11]=3)[CH3:9])[C:3]([O:5][CH2:6][CH3:7])=[O:4])=[O:31])[CH2:56][CH2:55]2)=[CH:52][CH:53]=1. The yield is 0.910. (5) The reactants are [C:1]([C:3]1[CH:8]=[C:7]([CH3:9])[CH:6]=[CH:5][C:4]=1[NH:10][C:11](=[O:14])OC)#[N:2].[C:15]([NH:18][NH2:19])(=O)[CH3:16]. The catalyst is CN1CCCC1=O. The yield is 0.680. The product is [CH3:16][C:15]1[N:2]=[C:1]2[N:19]([C:11](=[O:14])[NH:10][C:4]3[CH:5]=[CH:6][C:7]([CH3:9])=[CH:8][C:3]=32)[N:18]=1. (6) The reactants are O[Li].O.[Br:4][C:5]1[CH:6]=[CH:7][C:8]2[N:9]([CH2:19][CH:20]3[O:24]C(=O)[N:22]([C:26]4[CH:27]=[N:28][CH:29]=[CH:30][CH:31]=4)[CH2:21]3)[C:10]3[C:15]([C:16]=2[CH:17]=1)=[CH:14][C:13]([Br:18])=[CH:12][CH:11]=3. The catalyst is C1COCC1.O. The product is [Br:18][C:13]1[CH:12]=[CH:11][C:10]2[N:9]([CH2:19][CH:20]([OH:24])[CH2:21][NH:22][C:26]3[CH:27]=[N:28][CH:29]=[CH:30][CH:31]=3)[C:8]3[C:16]([C:15]=2[CH:14]=1)=[CH:17][C:5]([Br:4])=[CH:6][CH:7]=3. The yield is 0.793. (7) The reactants are [C:1](=O)([O-])[O-].[K+].[K+].[CH3:7][C:8]1[CH:12]=[C:11]([C:13]([OH:15])=[O:14])[O:10][N:9]=1.S(OC)(OC)(=O)=O. The catalyst is CN(C=O)C. The product is [CH3:1][O:14][C:13]([C:11]1[O:10][N:9]=[C:8]([CH3:7])[CH:12]=1)=[O:15]. The yield is 0.760.